From a dataset of Forward reaction prediction with 1.9M reactions from USPTO patents (1976-2016). Predict the product of the given reaction. Given the reactants Br[CH2:2][C:3]1[C:13]([Cl:14])=[N:12][CH:11]=[CH:10][C:4]=1[C:5]([O:7]CC)=O.Cl.[F:16][C:17]1[CH:33]=[CH:32][C:20]([O:21][C:22]2[N:27]=[CH:26][C:25]([CH:28]([NH2:30])[CH3:29])=[CH:24][C:23]=2[CH3:31])=[CH:19][CH:18]=1, predict the reaction product. The product is: [Cl:14][C:13]1[C:3]2[CH2:2][N:30]([CH:28]([C:25]3[CH:26]=[N:27][C:22]([O:21][C:20]4[CH:19]=[CH:18][C:17]([F:16])=[CH:33][CH:32]=4)=[C:23]([CH3:31])[CH:24]=3)[CH3:29])[C:5](=[O:7])[C:4]=2[CH:10]=[CH:11][N:12]=1.